From a dataset of Forward reaction prediction with 1.9M reactions from USPTO patents (1976-2016). Predict the product of the given reaction. Given the reactants [F:1][C:2]1([F:25])[CH2:7][CH2:6][C:5]([CH2:9][NH:10][C:11]([C:13]2[C:14]3[CH:15]=[CH:16][C:17](Cl)=[N:18][C:19]=3[CH:20]=[CH:21][C:22]=2[Cl:23])=[O:12])([OH:8])[CH2:4][CH2:3]1.CCN(C(C)C)C(C)C.[F:35][C@H:36]1[CH2:40][CH2:39][NH:38][CH2:37]1, predict the reaction product. The product is: [F:1][C:2]1([F:25])[CH2:7][CH2:6][C:5]([CH2:9][NH:10][C:11]([C:13]2[C:14]3[CH:15]=[CH:16][C:17]([N:38]4[CH2:39][CH2:40][C@H:36]([F:35])[CH2:37]4)=[N:18][C:19]=3[CH:20]=[CH:21][C:22]=2[Cl:23])=[O:12])([OH:8])[CH2:4][CH2:3]1.